Dataset: Catalyst prediction with 721,799 reactions and 888 catalyst types from USPTO. Task: Predict which catalyst facilitates the given reaction. (1) Reactant: N1C=CC=C(OCC2C=CC(C(O)=O)=C(C3C=CC=CC=3C)C=2)C=1.N1C2C=CC=CC=2C(=O)NN=1.Cl.[CH3:37][O:38][C:39](=[O:46])[C@H:40]([CH2:42][CH2:43][S:44][CH3:45])[NH2:41].Cl.CN(C)CCCN=C=NCC.C(N(CC)CC)C. Product: [CH3:37][O:38][C:39](=[O:46])[C@H:40]([CH2:42][CH2:43][S:44][CH3:45])[NH2:41]. The catalyst class is: 39. (2) Reactant: NC1C=CC=C(Br)C=1O.CCOC([S-])=S.[K+].[Br:17][C:18]1[C:26]2[O:25][C:24](S)=[N:23][C:22]=2[CH:21]=[CH:20][CH:19]=1.S(Cl)([Cl:30])=O. Product: [Br:17][C:18]1[C:26]2[O:25][C:24]([Cl:30])=[N:23][C:22]=2[CH:21]=[CH:20][CH:19]=1. The catalyst class is: 475. (3) Product: [NH2:11][C:10]1[C:5]([CH2:3][OH:2])=[N:6][CH:7]=[CH:8][N:9]=1. The catalyst class is: 7. Reactant: C[O:2][C:3]([C:5]1[C:10]([NH2:11])=[N:9][CH:8]=[CH:7][N:6]=1)=O.[H-].[Al+3].[Li+].[H-].[H-].[H-]. (4) Reactant: [N+:1]([C:4]1[CH:22]=[CH:21][C:7]([CH2:8][O:9][C:10]([CH:12]2[C:20]3[C:15](=[CH:16][CH:17]=[CH:18][CH:19]=3)[CH2:14][CH2:13]2)=[O:11])=[CH:6][CH:5]=1)([O-:3])=[O:2].[Cl:23][S:24](O)(=[O:26])=[O:25]. Product: [N+:1]([C:4]1[CH:5]=[CH:6][C:7]([CH2:8][O:9][C:10]([CH:12]2[C:20]3[C:15](=[CH:16][CH:17]=[C:18]([S:24]([Cl:23])(=[O:26])=[O:25])[CH:19]=3)[CH2:14][CH2:13]2)=[O:11])=[CH:21][CH:22]=1)([O-:3])=[O:2]. The catalyst class is: 22. (5) Reactant: [NH2:1][C:2]1[S:3][CH2:4][C@@:5]2([N:28]=1)[C:18]1[CH:17]=[C:16]([OH:19])[CH:15]=[C:14]([F:20])[C:13]=1[O:12][C:11]1[C:6]2=[CH:7][C:8]([C:21]2[C:22]([F:27])=[N:23][CH:24]=[CH:25][CH:26]=2)=[CH:9][CH:10]=1.C(=O)([O-])[O-].[Cs+].[Cs+].CC1C=CC(S(O[CH2:46][C:47]([F:50])([F:49])[CH3:48])(=O)=O)=CC=1.N#N.[I-].[K+]. Product: [F:49][C:47]([F:50])([CH3:48])[CH2:46][O:19][C:16]1[CH:15]=[C:14]([F:20])[C:13]2[O:12][C:11]3[C:6](=[CH:7][C:8]([C:21]4[C:22]([F:27])=[N:23][CH:24]=[CH:25][CH:26]=4)=[CH:9][CH:10]=3)[C@@:5]3([CH2:4][S:3][C:2]([NH2:1])=[N:28]3)[C:18]=2[CH:17]=1. The catalyst class is: 303. (6) Reactant: C(OC([N:8]1[CH2:13][CH2:12][N:11]([C:14]2[N:22]([CH2:23][C:24]#[C:25][CH3:26])[C:21]3[C:20](=[O:27])[N:19]([CH3:28])[C:18](=[O:29])[N:17]([CH3:30])[C:16]=3[N:15]=2)[CH2:10][CH2:9]1)=O)(C)(C)C. Product: [CH2:23]([N:22]1[C:21]2[C:20](=[O:27])[N:19]([CH3:28])[C:18](=[O:29])[N:17]([CH3:30])[C:16]=2[N:15]=[C:14]1[N:11]1[CH2:10][CH2:9][NH:8][CH2:13][CH2:12]1)[C:24]#[C:25][CH3:26]. The catalyst class is: 55. (7) Reactant: C([O:3][C:4]([C:6]1[CH:7]=[N:8][C:9]([C:12]2[C:17]([F:18])=[CH:16][CH:15]=[CH:14][C:13]=2[F:19])=[CH:10][CH:11]=1)=[O:5])C.[OH-].[Na+]. Product: [F:19][C:13]1[CH:14]=[CH:15][CH:16]=[C:17]([F:18])[C:12]=1[C:9]1[N:8]=[CH:7][C:6]([C:4]([OH:5])=[O:3])=[CH:11][CH:10]=1. The catalyst class is: 5.